The task is: Predict the product of the given reaction.. This data is from Forward reaction prediction with 1.9M reactions from USPTO patents (1976-2016). (1) Given the reactants [C:1]([C:3]1[CH:4]=[C:5]2[C:9](=[CH:10][CH:11]=1)[NH:8][C:7](=[O:12])[C@@:6]2([NH:22][C:23]([N:25]1[CH2:28][C:27]2([CH2:31][N:30]([CH:32]3[CH2:37][CH2:36][N:35]([CH:38]4[CH2:41][O:40][CH2:39]4)[CH2:34][CH2:33]3)[CH2:29]2)[CH2:26]1)=[O:24])[C:13]1[C:14]([O:19][CH2:20][CH3:21])=[N:15][CH:16]=[CH:17][CH:18]=1)#[N:2].[F:42][C:43]1[CH:48]=[CH:47][C:46]([S:49](Cl)(=[O:51])=[O:50])=[CH:45][CH:44]=1, predict the reaction product. The product is: [C:1]([C:3]1[CH:4]=[C:5]2[C:9](=[CH:10][CH:11]=1)[N:8]([S:49]([C:46]1[CH:47]=[CH:48][C:43]([F:42])=[CH:44][CH:45]=1)(=[O:51])=[O:50])[C:7](=[O:12])[C@@:6]2([NH:22][C:23]([N:25]1[CH2:28][C:27]2([CH2:29][N:30]([CH:32]3[CH2:37][CH2:36][N:35]([CH:38]4[CH2:39][O:40][CH2:41]4)[CH2:34][CH2:33]3)[CH2:31]2)[CH2:26]1)=[O:24])[C:13]1[C:14]([O:19][CH2:20][CH3:21])=[N:15][CH:16]=[CH:17][CH:18]=1)#[N:2]. (2) Given the reactants [I:1][C:2]1[C:10]2[C:5](=[N:6][CH:7]=[N:8][C:9]=2[NH2:11])[NH:4][N:3]=1.C1(P(C2C=CC=CC=2)C2C=CC=CC=2)C=CC=CC=1.CC(OC(/N=N/C(OC(C)C)=O)=O)C.[CH3:45][O:46][CH2:47][CH2:48][O:49][CH:50]1[CH2:55][CH2:54][CH:53](O)[CH2:52][CH2:51]1, predict the reaction product. The product is: [I:1][C:2]1[C:10]2[C:5](=[N:6][CH:7]=[N:8][C:9]=2[NH2:11])[N:4]([C@H:53]2[CH2:54][CH2:55][C@H:50]([O:49][CH2:48][CH2:47][O:46][CH3:45])[CH2:51][CH2:52]2)[N:3]=1. (3) Given the reactants [NH2:1][CH2:2][C@@H:3]1[O:7][C:6](=[O:8])[N:5]([C:9]2[CH:14]=[CH:13][C:12]([F:15])=[C:11]([F:16])[CH:10]=2)[CH2:4]1.[C:17](OC(=O)C)(=[O:19])[CH3:18], predict the reaction product. The product is: [F:16][C:11]1[CH:10]=[C:9]([N:5]2[CH2:4][C@H:3]([CH2:2][NH:1][C:17](=[O:19])[CH3:18])[O:7][C:6]2=[O:8])[CH:14]=[CH:13][C:12]=1[F:15]. (4) Given the reactants C=O.O=[C:4]([CH:10]([C:16]1[CH:21]=[CH:20][CH:19]=[C:18]([Cl:22])[CH:17]=1)[C:11]([O:13][CH2:14][CH3:15])=[O:12])C(OCC)=O, predict the reaction product. The product is: [Cl:22][C:18]1[CH:17]=[C:16]([C:10](=[CH2:4])[C:11]([O:13][CH2:14][CH3:15])=[O:12])[CH:21]=[CH:20][CH:19]=1. (5) Given the reactants [C:1]1([C:7](=[O:15])[CH2:8][C@@H:9]2[CH2:14][CH2:13][CH2:12][NH:11][CH2:10]2)[CH:6]=[CH:5][CH:4]=[CH:3][CH:2]=1.[Cl:16][C:17]1[CH:22]=[CH:21][C:20]([C:23]2([C:27](O)=O)[CH2:26][CH2:25][CH2:24]2)=[CH:19][CH:18]=1.C(N(C(C)C)CC)(C)C.[H-].[Al+3].[Li+].[H-].[H-].[H-], predict the reaction product. The product is: [Cl:16][C:17]1[CH:22]=[CH:21][C:20]([C:23]2([CH2:27][N:11]3[CH2:12][CH2:13][CH2:14][CH:9]([CH2:8][C@@H:7]([C:1]4[CH:2]=[CH:3][CH:4]=[CH:5][CH:6]=4)[OH:15])[CH2:10]3)[CH2:26][CH2:25][CH2:24]2)=[CH:19][CH:18]=1. (6) Given the reactants Br[C:2]1[CH:3]=[C:4]([C:9]2[N:10]=[C:11]([CH:21]([CH3:23])[CH3:22])[NH:12][C:13]=2[C:14]2[CH:19]=[CH:18][CH:17]=[C:16]([CH3:20])[N:15]=2)[CH:5]=[CH:6][C:7]=1[F:8].[OH:24][C:25]1[CH:30]=[CH:29][C:28](B(O)O)=[CH:27][CH:26]=1.O.C(=O)([O-])[O-].[Na+].[Na+], predict the reaction product. The product is: [F:8][C:7]1[CH:6]=[CH:5][C:4]([C:9]2[N:10]=[C:11]([CH:21]([CH3:23])[CH3:22])[NH:12][C:13]=2[C:14]2[CH:19]=[CH:18][CH:17]=[C:16]([CH3:20])[N:15]=2)=[CH:3][C:2]=1[C:28]1[CH:29]=[CH:30][C:25]([OH:24])=[CH:26][CH:27]=1. (7) Given the reactants N[C:2]1[CH:30]=[CH:29][C:5]([O:6][C:7]2[CH:12]=[CH:11][N:10]=[C:9]([NH:13][C:14]([CH:16]3[CH2:21][CH2:20][N:19]([C:22]([O:24][C:25]([CH3:28])([CH3:27])[CH3:26])=[O:23])[CH2:18][CH2:17]3)=[O:15])[CH:8]=2)=[C:4]([F:31])[CH:3]=1.[C:32]1([CH2:38][C:39]([N:41]=[C:42]=[O:43])=[O:40])[CH:37]=[CH:36][CH:35]=[CH:34][CH:33]=1.[NH2:44][C@H](C(O)=O)CC1C=CC(O)=CC=1, predict the reaction product. The product is: [F:31][C:4]1[C:3]([NH:44][C:42]([NH:41][C:39](=[O:40])[CH2:38][C:32]2[CH:37]=[CH:36][CH:35]=[CH:34][CH:33]=2)=[O:43])=[CH:2][CH:30]=[CH:29][C:5]=1[O:6][C:7]1[CH:12]=[CH:11][N:10]=[C:9]([NH:13][C:14]([CH:16]2[CH2:17][CH2:18][N:19]([C:22]([O:24][C:25]([CH3:28])([CH3:26])[CH3:27])=[O:23])[CH2:20][CH2:21]2)=[O:15])[CH:8]=1.